This data is from Catalyst prediction with 721,799 reactions and 888 catalyst types from USPTO. The task is: Predict which catalyst facilitates the given reaction. (1) Reactant: [F:1][C:2]1[CH:3]=[C:4]2[C:9](=[CH:10][CH:11]=1)[N:8]=[C:7]([CH3:12])[CH:6]=[C:5]2[C:13](Cl)=[O:14].[NH2:16][C:17]1[C:18]([C:23]2[CH:28]=[CH:27][CH:26]=[CH:25][CH:24]=2)=[N:19][O:20][C:21]=1[CH3:22]. Product: [F:1][C:2]1[CH:3]=[C:4]2[C:9](=[CH:10][CH:11]=1)[N:8]=[C:7]([CH3:12])[CH:6]=[C:5]2[C:13]([NH:16][C:17]1[C:18]([C:23]2[CH:24]=[CH:25][CH:26]=[CH:27][CH:28]=2)=[N:19][O:20][C:21]=1[CH3:22])=[O:14]. The catalyst class is: 300. (2) Reactant: C(OC(=O)[NH:7][C:8]1([C:12]2[CH:17]=[CH:16][C:15]([C:18]3[C:27]([C:28]4[CH:33]=[CH:32][CH:31]=[CH:30][CH:29]=4)=[CH:26][C:25]4[C:24]5=[N:34][NH:35][C:36]([S:37]([CH3:40])(=[O:39])=[O:38])=[C:23]5[CH2:22][CH2:21][C:20]=4[N:19]=3)=[CH:14][CH:13]=2)[CH2:11][CH2:10][CH2:9]1)(C)(C)C. The catalyst class is: 67. Product: [CH3:40][S:37]([C:36]1[NH:35][N:34]=[C:24]2[C:23]=1[CH2:22][CH2:21][C:20]1[N:19]=[C:18]([C:15]3[CH:16]=[CH:17][C:12]([C:8]4([NH2:7])[CH2:9][CH2:10][CH2:11]4)=[CH:13][CH:14]=3)[C:27]([C:28]3[CH:29]=[CH:30][CH:31]=[CH:32][CH:33]=3)=[CH:26][C:25]2=1)(=[O:38])=[O:39].